Dataset: Reaction yield outcomes from USPTO patents with 853,638 reactions. Task: Predict the reaction yield, written as a fraction of the theoretical maximum amount of product (1.0 means a 100% yield; for example, 0.34 means a 34% yield). (1) The reactants are Br[C:2]1[CH:18]=[CH:17][C:5]([O:6][CH:7]([CH3:16])[CH2:8][NH:9][S:10]([CH:13]([CH3:15])[CH3:14])(=[O:12])=[O:11])=[CH:4][CH:3]=1.[CH:19]([C:21]1[CH:26]=[CH:25][C:24](B(O)O)=[CH:23][CH:22]=1)=[O:20].C(=O)([O-])[O-].[Na+].[Na+]. The catalyst is Cl[Pd](Cl)([P](C1C=CC=CC=1)(C1C=CC=CC=1)C1C=CC=CC=1)[P](C1C=CC=CC=1)(C1C=CC=CC=1)C1C=CC=CC=1.COCCOC. The product is [CH3:16][CH:7]([O:6][C:5]1[CH:17]=[CH:18][C:2]([C:24]2[CH:25]=[CH:26][C:21]([CH:19]=[O:20])=[CH:22][CH:23]=2)=[CH:3][CH:4]=1)[CH2:8][NH:9][S:10]([CH:13]([CH3:15])[CH3:14])(=[O:12])=[O:11]. The yield is 0.300. (2) The reactants are CC1(C)COB([C:8]2[C:9]([F:28])=[CH:10][C:11]([F:27])=[C:12]([C@:14]3([CH3:26])[C:20]([F:22])([F:21])[C:19]([CH3:24])([CH3:23])[O:18][CH2:17][C:16](=[O:25])[NH:15]3)[CH:13]=2)OC1.Cl[C:31]1[O:32][C:33]2[CH:39]=[CH:38][C:37]([Cl:40])=[CH:36][C:34]=2[N:35]=1. The catalyst is [Pd]. The product is [Cl:40][C:37]1[CH:38]=[CH:39][C:33]2[O:32][C:31]([C:8]3[C:9]([F:28])=[CH:10][C:11]([F:27])=[C:12]([C@:14]4([CH3:26])[C:20]([F:21])([F:22])[C:19]([CH3:23])([CH3:24])[O:18][CH2:17][C:16](=[O:25])[NH:15]4)[CH:13]=3)=[N:35][C:34]=2[CH:36]=1. The yield is 0.420. (3) The reactants are [NH2:1][CH:2]1[CH2:7][CH2:6][CH2:5][N:4]([C:8]2[N:13]=[CH:12][C:11]([NH:14][C:15]3[C:24]4[C:19](=[CH:20][CH:21]=[C:22]([C:25]5[CH:30]=[C:29]([F:31])[C:28]([OH:32])=[C:27]([Cl:33])[CH:26]=5)[CH:23]=4)[N:18]=[CH:17][C:16]=3[C:34]([CH:36]3[CH2:38][CH2:37]3)=[O:35])=[CH:10][CH:9]=2)[CH2:3]1.Cl. The catalyst is CO.C(OCC)C. The product is [ClH:33].[NH2:1][CH:2]1[CH2:7][CH2:6][CH2:5][N:4]([C:8]2[N:13]=[CH:12][C:11]([NH:14][C:15]3[C:24]4[C:19](=[CH:20][CH:21]=[C:22]([C:25]5[CH:30]=[C:29]([F:31])[C:28]([OH:32])=[C:27]([Cl:33])[CH:26]=5)[CH:23]=4)[N:18]=[CH:17][C:16]=3[C:34]([CH:36]3[CH2:38][CH2:37]3)=[O:35])=[CH:10][CH:9]=2)[CH2:3]1. The yield is 0.800. (4) The product is [NH2:28][C@@H:18]1[CH2:19][C@H:20]([NH:23][C:24]([CH3:27])([CH3:26])[CH3:25])[CH2:21][CH2:22][C@@H:17]1[N:14]1[CH2:15][CH2:16][C@H:12]([NH:11][C:9](=[O:10])[O:8][CH2:1][C:2]2[CH:3]=[CH:4][CH:5]=[CH:6][CH:7]=2)[C:13]1=[O:38]. The reactants are [CH2:1]([O:8][C:9]([NH:11][C@H:12]1[CH2:16][CH2:15][N:14]([C@H:17]2[CH2:22][CH2:21][C@@H:20]([NH:23][C:24]([CH3:27])([CH3:26])[CH3:25])[CH2:19][C@H:18]2[NH:28]C(=O)OCC[Si](C)(C)C)[C:13]1=[O:38])=[O:10])[C:2]1[CH:7]=[CH:6][CH:5]=[CH:4][CH:3]=1.FC(F)(F)C(O)=O. The yield is 0.900. The catalyst is ClCCl. (5) The reactants are Br[C:2]1[CH:3]=[CH:4][C:5]2[N:9]=[C:8]([C:10]3[N:11]([CH2:23][CH3:24])[CH:12]=[C:13]([C:15]4[CH:20]=[CH:19][C:18]([Cl:21])=[CH:17][C:16]=4[Cl:22])[N:14]=3)[N:7]([CH2:25][O:26][CH2:27][CH2:28][Si:29]([CH3:32])([CH3:31])[CH3:30])[C:6]=2[CH:33]=1.C[O:35][C:36](=[O:47])[CH2:37][O:38][C:39]1[CH:44]=[CH:43][CH:42]=[C:41]([C:45]#[CH:46])[CH:40]=1. The yield is 0.0500. No catalyst specified. The product is [Cl:22][C:16]1[CH:17]=[C:18]([Cl:21])[CH:19]=[CH:20][C:15]=1[C:13]1[N:14]=[C:10]([C:8]2[N:7]([CH2:25][O:26][CH2:27][CH2:28][Si:29]([CH3:32])([CH3:31])[CH3:30])[C:6]3[CH:33]=[C:2]([C:46]#[C:45][C:41]4[CH:40]=[C:39]([CH:44]=[CH:43][CH:42]=4)[O:38][CH2:37][C:36]([OH:47])=[O:35])[CH:3]=[CH:4][C:5]=3[N:9]=2)[N:11]([CH2:23][CH3:24])[CH:12]=1. (6) The reactants are [OH:1][C@@H:2]([CH3:7])[CH2:3][C:4]([OH:6])=[O:5].O1[B:13]([C@@H:14]([NH:19][C:20](=[O:33])[CH2:21][NH:22][C:23](=[O:32])[C:24]2[CH:29]=[C:28]([Cl:30])[CH:27]=[CH:26][C:25]=2[Cl:31])[CH2:15][CH:16]([CH3:18])[CH3:17])O[B:13]([C@@H:14]([NH:19][C:20](=[O:33])[CH2:21][NH:22][C:23](=[O:32])[C:24]2[CH:29]=[C:28]([Cl:30])[CH:27]=[CH:26][C:25]=2[Cl:31])[CH2:15][CH:16]([CH3:18])[CH3:17])O[B:13]1[C@@H:14]([NH:19][C:20](=[O:33])[CH2:21][NH:22][C:23](=[O:32])[C:24]1[CH:29]=[C:28]([Cl:30])[CH:27]=[CH:26][C:25]=1[Cl:31])[CH2:15][CH:16]([CH3:18])[CH3:17]. The catalyst is CCOC(C)=O. The product is [Cl:31][C:25]1[CH:26]=[CH:27][C:28]([Cl:30])=[CH:29][C:24]=1[C:23]([NH:22][CH2:21][C:20]([NH:19][C@H:14]([B:13]1[O:1][C@@H:2]([CH3:7])[CH2:3][C:4](=[O:6])[O:5]1)[CH2:15][CH:16]([CH3:18])[CH3:17])=[O:33])=[O:32]. The yield is 0.950.